Dataset: NCI-60 drug combinations with 297,098 pairs across 59 cell lines. Task: Regression. Given two drug SMILES strings and cell line genomic features, predict the synergy score measuring deviation from expected non-interaction effect. (1) Drug 1: C1=CC(=CC=C1CC(C(=O)O)N)N(CCCl)CCCl.Cl. Drug 2: C1=CC=C(C=C1)NC(=O)CCCCCCC(=O)NO. Cell line: MOLT-4. Synergy scores: CSS=63.7, Synergy_ZIP=3.42, Synergy_Bliss=4.60, Synergy_Loewe=-0.219, Synergy_HSA=4.82. (2) Drug 1: CC1C(C(CC(O1)OC2CC(CC3=C2C(=C4C(=C3O)C(=O)C5=C(C4=O)C(=CC=C5)OC)O)(C(=O)CO)O)N)O.Cl. Cell line: MDA-MB-231. Synergy scores: CSS=20.9, Synergy_ZIP=-0.963, Synergy_Bliss=-0.950, Synergy_Loewe=0.837, Synergy_HSA=0.928. Drug 2: C1=C(C(=O)NC(=O)N1)F.